From a dataset of Experimentally validated miRNA-target interactions with 360,000+ pairs, plus equal number of negative samples. Binary Classification. Given a miRNA mature sequence and a target amino acid sequence, predict their likelihood of interaction. The miRNA is hsa-miR-574-5p with sequence UGAGUGUGUGUGUGUGAGUGUGU. The protein sequence of the target gene is MKDSENKGASSPDMEPSYGGGLFDMVKGGAGRLFSNLKDNLKDTLKDTSSRVIQSVTSYTKGDLDFTYVTSRIIVMSFPLDNVDIGFRNQVDDIRSFLDSRHLDHYTVYNLSPKSYRTAKFHSRVSECSWPIRQAPSLHNLFAVCRNMYNWLLQNPKNVCVVHCLDGRAASSILVGAMFIFCNLYSTPGPAIRLLYAKRPGIGLSPSHRRYLGYMCDLLADKPYRPHFKPLTIKSITVSPIPFFNKQRNGCRPYCDVLIGETKIYSTCTDFERMKEYRVQDGKIFIPLNITVQGDVVVSM.... Result: 1 (interaction).